Dataset: Reaction yield outcomes from USPTO patents with 853,638 reactions. Task: Predict the reaction yield, written as a fraction of the theoretical maximum amount of product (1.0 means a 100% yield; for example, 0.34 means a 34% yield). (1) The yield is 0.260. The product is [CH3:22][O:21][C:18]1[CH:19]=[CH:20][C:15]([NH:14][C:12]2[S:13][C:9]([NH:8][C:6](=[O:7])[C:5]3[CH:4]=[CH:3][C:2]([O:1][CH2:36][CH2:37][N:38]4[CH2:42][CH2:41][CH2:40][CH2:39]4)=[CH:27][CH:26]=3)=[C:10]([C:23]([NH2:25])=[O:24])[N:11]=2)=[CH:16][CH:17]=1. The catalyst is CN(C=O)C.CCOC(C)=O. The reactants are [OH:1][C:2]1[CH:27]=[CH:26][C:5]([C:6]([NH:8][C:9]2[S:13][C:12]([NH:14][C:15]3[CH:20]=[CH:19][C:18]([O:21][CH3:22])=[CH:17][CH:16]=3)=[N:11][C:10]=2[C:23]([NH2:25])=[O:24])=[O:7])=[CH:4][CH:3]=1.C(=O)([O-])[O-].[K+].[K+].Cl.Cl[CH2:36][CH2:37][N:38]1[CH2:42][CH2:41][CH2:40][CH2:39]1. (2) The reactants are [F:1][C:2]1[CH:7]=[CH:6][C:5]([C:8]2[S:12][C:11]([CH3:13])=[N:10][C:9]=2[C:14]([N:16]2[CH2:21][CH2:20][CH2:19][CH2:18][CH:17]2[CH2:22][C:23](O)=O)=[O:15])=[CH:4][CH:3]=1.[C:26]1([NH2:33])[C:27]([NH2:32])=[CH:28][CH:29]=[CH:30][CH:31]=1.C([O-])([O-])=O.[K+].[K+]. No catalyst specified. The product is [NH:32]1[C:27]2[CH:28]=[CH:29][CH:30]=[CH:31][C:26]=2[N:33]=[C:23]1[CH2:22][CH:17]1[CH2:18][CH2:19][CH2:20][CH2:21][N:16]1[C:14]([C:9]1[N:10]=[C:11]([CH3:13])[S:12][C:8]=1[C:5]1[CH:6]=[CH:7][C:2]([F:1])=[CH:3][CH:4]=1)=[O:15]. The yield is 0.520. (3) The catalyst is C(Cl)Cl. The yield is 0.868. The product is [F:1][C:2]1[CH:7]=[CH:6][C:5]([CH2:8][C:9](=[O:10])[CH2:12][C:13]([O:14][CH2:15][CH3:16])=[O:18])=[CH:4][CH:3]=1. The reactants are [F:1][C:2]1[CH:7]=[CH:6][C:5]([CH2:8][C:9](Cl)=[O:10])=[CH:4][CH:3]=1.[CH3:12][C:13]1(C)[O:18]C(=O)[CH2:16][C:15](=O)[O:14]1.CCN(C(C)C)C(C)C. (4) The reactants are [Br:1][C:2]1[CH:7]=[CH:6][C:5]([OH:8])=[C:4]([N+:9]([O-:11])=[O:10])[N:3]=1.C(=O)([O-])[O-:13].[K+].[K+].[CH3:18][CH2:19][O:20][CH2:21][CH3:22]. The catalyst is CC(C)=O.BrCC(OCC)=O. The product is [Br:1][C:2]1[N:3]=[C:4]([N+:9]([O-:11])=[O:10])[C:5]([O:8][CH2:18][C:19]([O:20][CH2:21][CH3:22])=[O:13])=[CH:6][CH:7]=1. The yield is 0.890. (5) The reactants are [F:1][C:2]([F:28])([F:27])[C:3]([F:26])([C:22]([F:25])([F:24])[F:23])[CH2:4][CH:5]([CH2:11][C:12]([F:21])([C:17]([F:20])([F:19])[F:18])[C:13]([F:16])([F:15])[F:14])[CH2:6][CH2:7][CH2:8][CH2:9]I.C(O)C.[C:32]([S-:34])#[N:33].[K+]. The catalyst is C(O)(=O)C. The product is [F:1][C:2]([F:28])([F:27])[C:3]([F:26])([C:22]([F:25])([F:24])[F:23])[CH2:4][CH:5]([CH2:11][C:12]([F:21])([C:17]([F:20])([F:19])[F:18])[C:13]([F:16])([F:15])[F:14])[CH2:6][CH2:7][CH2:8][CH2:9][S:34][C:32]#[N:33]. The yield is 0.988. (6) The product is [CH2:45]([C:42]1[CH:43]=[CH:44][C:39]([C:5]([CH3:38])([CH2:6][CH2:7][CH2:8][CH2:9][CH:10]([CH:32]2[S:33][CH2:34][CH2:35][CH2:36][S:37]2)[CH2:11][CH2:12][CH2:13][CH2:14][C:15]([C:22]2[CH:27]=[CH:26][C:25]([CH2:28][CH:29]([CH3:31])[CH3:30])=[CH:24][CH:23]=2)([CH3:21])[CH2:16][OH:17])[CH2:4][OH:3])=[CH:40][CH:41]=1)[CH:46]([CH3:48])[CH3:47]. The catalyst is C1COCC1. The yield is 0.940. The reactants are C([O:3][C:4](=O)[C:5]([C:39]1[CH:44]=[CH:43][C:42]([CH2:45][CH:46]([CH3:48])[CH3:47])=[CH:41][CH:40]=1)([CH3:38])[CH2:6][CH2:7][CH2:8][CH2:9][CH:10]([CH:32]1[S:37][CH2:36][CH2:35][CH2:34][S:33]1)[CH2:11][CH2:12][CH2:13][CH2:14][C:15]([C:22]1[CH:27]=[CH:26][C:25]([CH2:28][CH:29]([CH3:31])[CH3:30])=[CH:24][CH:23]=1)([CH3:21])[C:16](OCC)=[O:17])C.[H-].[H-].[H-].[H-].[Li+].[Al+3].